From a dataset of Forward reaction prediction with 1.9M reactions from USPTO patents (1976-2016). Predict the product of the given reaction. (1) Given the reactants [CH3:1][O:2][C:3](=[O:25])[CH2:4][C:5]1[CH:6]=[C:7]([C:13]2[CH:18]=[CH:17][C:16]([C:19]([F:22])([F:21])[F:20])=[CH:15][C:14]=2[CH:23]=O)[C:8]([O:11][CH3:12])=[CH:9][CH:10]=1.[CH3:26][O:27][CH2:28][CH2:29][NH2:30], predict the reaction product. The product is: [CH3:1][O:2][C:3](=[O:25])[CH2:4][C:5]1[CH:6]=[C:7]([C:13]2[CH:18]=[CH:17][C:16]([C:19]([F:21])([F:22])[F:20])=[CH:15][C:14]=2[CH2:23][NH:30][CH2:29][CH2:28][O:27][CH3:26])[C:8]([O:11][CH3:12])=[CH:9][CH:10]=1. (2) Given the reactants [CH:1]1[C:13]2[NH:12][C:11]3[C:6](=[CH:7][CH:8]=[CH:9][CH:10]=3)[C:5]=2[CH:4]=[CH:3][CH:2]=1.[H-].[Na+].[H][H].Br[C:19]1[N:20]=[C:21](Cl)[C:22]2[S:27][C:26]3[CH:28]=[CH:29][CH:30]=[CH:31][C:25]=3[C:23]=2[N:24]=1, predict the reaction product. The product is: [CH:10]1[C:11]2[N:12]([C:19]3[N:20]=[C:21]([N:12]4[C:13]5[CH:1]=[CH:2][CH:3]=[CH:4][C:5]=5[C:6]5[C:11]4=[CH:10][CH:9]=[CH:8][CH:7]=5)[C:22]4[S:27][C:26]5[CH:28]=[CH:29][CH:30]=[CH:31][C:25]=5[C:23]=4[N:24]=3)[C:13]3[C:5](=[CH:4][CH:3]=[CH:2][CH:1]=3)[C:6]=2[CH:7]=[CH:8][CH:9]=1. (3) Given the reactants [OH-].[Li+].[C:3]([C:5]1[CH:10]=[CH:9][C:8]([CH:11]2[C:20]3[C:19](=[O:21])[CH2:18][CH2:17][CH2:16][C:15]=3[N:14]([C:22]3[CH:27]=[CH:26][CH:25]=[C:24]([C:28]([F:31])([F:30])[F:29])[CH:23]=3)[C:13](=[O:32])[N:12]2[CH:33]([CH3:38])[C:34]([O:36]C)=[O:35])=[CH:7][CH:6]=1)#[N:4].O, predict the reaction product. The product is: [C:3]([C:5]1[CH:6]=[CH:7][C:8]([CH:11]2[C:20]3[C:19](=[O:21])[CH2:18][CH2:17][CH2:16][C:15]=3[N:14]([C:22]3[CH:27]=[CH:26][CH:25]=[C:24]([C:28]([F:30])([F:31])[F:29])[CH:23]=3)[C:13](=[O:32])[N:12]2[CH:33]([CH3:38])[C:34]([OH:36])=[O:35])=[CH:9][CH:10]=1)#[N:4]. (4) Given the reactants [CH3:1][O:2][C:3]1[C:4]([CH3:23])=[C:5]([C:14]([O:21][CH3:22])=[C:15]([O:19][CH3:20])[C:16]=1[O:17][CH3:18])[CH2:6][C:7]1[CH:12]=[CH:11][CH:10]=[CH:9][C:8]=1[OH:13].C1N2CN3CN(C2)CN1C3.FC(F)(F)[C:36](O)=[O:37], predict the reaction product. The product is: [CH3:1][O:2][C:3]1[C:4]([CH3:23])=[C:5]([C:14]([O:21][CH3:22])=[C:15]([O:19][CH3:20])[C:16]=1[O:17][CH3:18])[CH2:6][C:7]1[C:8]([OH:13])=[C:9]([CH:10]=[CH:11][CH:12]=1)[CH:36]=[O:37]. (5) Given the reactants [CH2:1]([O:8][C@@H:9]1[C@@H:18]([O:19][CH2:20][C:21]2[CH:26]=[CH:25][CH:24]=[CH:23][CH:22]=2)[C@H:17]([O:27][C@@H:28]2[O:57][C@H:56]([CH2:58][F:59])[C@@H:47]([O:48][CH2:49][C:50]3[CH:55]=[CH:54][CH:53]=[CH:52][CH:51]=3)[C@H:38]([O:39][CH2:40][C:41]3[CH:46]=[CH:45][CH:44]=[CH:43][CH:42]=3)[C@H:29]2[O:30][CH2:31][C:32]2[CH:37]=[CH:36][CH:35]=[CH:34][CH:33]=2)[C@@H:16]([CH2:60][O:61][CH2:62][C:63]2[CH:68]=[CH:67][CH:66]=[CH:65][CH:64]=2)[O:15][C@@H:10]1[O:11][CH2:12][CH:13]=[CH2:14])[C:2]1[CH:7]=[CH:6][CH:5]=[CH:4][CH:3]=1.O1CCCC1, predict the reaction product. The product is: [CH2:1]([O:8][C@@H:9]1[C@@H:18]([O:19][CH2:20][C:21]2[CH:22]=[CH:23][CH:24]=[CH:25][CH:26]=2)[C@H:17]([O:27][C@@H:28]2[O:57][C@H:56]([CH2:58][F:59])[C@@H:47]([O:48][CH2:49][C:50]3[CH:51]=[CH:52][CH:53]=[CH:54][CH:55]=3)[C@H:38]([O:39][CH2:40][C:41]3[CH:42]=[CH:43][CH:44]=[CH:45][CH:46]=3)[C@H:29]2[O:30][CH2:31][C:32]2[CH:37]=[CH:36][CH:35]=[CH:34][CH:33]=2)[C@@H:16]([CH2:60][O:61][CH2:62][C:63]2[CH:64]=[CH:65][CH:66]=[CH:67][CH:68]=2)[O:15][CH:10]1[O:11][CH2:12][CH:13]=[CH2:14])[C:2]1[CH:7]=[CH:6][CH:5]=[CH:4][CH:3]=1. (6) Given the reactants [NH:1]1[CH2:6][CH2:5][CH2:4][CH:3]([CH2:7][OH:8])[CH2:2]1.CCN(CC)CC.[C:16](O[C:16]([O:18][C:19]([CH3:22])([CH3:21])[CH3:20])=[O:17])([O:18][C:19]([CH3:22])([CH3:21])[CH3:20])=[O:17].C(OCC)(=O)C, predict the reaction product. The product is: [C:16]([N:1]1[CH2:6][CH2:5][CH2:4][CH:3]([CH2:7][OH:8])[CH2:2]1)([O:18][C:19]([CH3:22])([CH3:21])[CH3:20])=[O:17]. (7) Given the reactants [Sn](Cl)Cl.[CH3:4][N:5]1[CH2:10][CH:9]=[C:8]([C:11]2[C:19]3[C:14](=[CH:15][C:16]([N+:20]([O-])=O)=[CH:17][CH:18]=3)[N:13]([S:23]([C:26]3[CH:31]=[CH:30][CH:29]=[CH:28][CH:27]=3)(=[O:25])=[O:24])[CH:12]=2)[CH2:7][CH2:6]1, predict the reaction product. The product is: [CH3:4][N:5]1[CH2:6][CH:7]=[C:8]([C:11]2[C:19]3[C:14](=[CH:15][C:16]([NH2:20])=[CH:17][CH:18]=3)[N:13]([S:23]([C:26]3[CH:31]=[CH:30][CH:29]=[CH:28][CH:27]=3)(=[O:24])=[O:25])[CH:12]=2)[CH2:9][CH2:10]1. (8) The product is: [ClH:1].[Cl:1][C:2]1[CH:3]=[CH:4][C:5]([O:26][CH2:27][CH:28]([CH3:29])[CH3:30])=[C:6]([CH2:8][N:9]2[C:13]([CH3:14])=[CH:12][C:11]([C:15]([NH:17][C:18]3[CH:19]=[CH:20][C:21]([CH2:24][N:31]4[CH2:36][CH2:35][CH2:34][CH2:33][CH2:32]4)=[CH:22][CH:23]=3)=[O:16])=[N:10]2)[CH:7]=1. Given the reactants [Cl:1][C:2]1[CH:3]=[CH:4][C:5]([O:26][CH2:27][CH:28]([CH3:30])[CH3:29])=[C:6]([CH2:8][N:9]2[C:13]([CH3:14])=[CH:12][C:11]([C:15]([NH:17][C:18]3[CH:23]=[CH:22][C:21]([CH:24]=O)=[CH:20][CH:19]=3)=[O:16])=[N:10]2)[CH:7]=1.[NH:31]1[CH2:36][CH2:35][CH2:34][CH2:33][CH2:32]1.C(O[BH-](OC(=O)C)OC(=O)C)(=O)C.[Na+].C(O)(=O)C, predict the reaction product. (9) Given the reactants [C:1]1([CH:6]=[C:7]2[CH2:16][CH2:15][C:14]3[CH:13]=[C:12]([C:17]([O:19]C)=[O:18])[CH:11]=[CH:10][C:9]=3[C:8]2=O)[CH2:5][CH2:4][CH2:3][CH:2]=1.Cl.[NH:23]([C:25]1[CH:32]=[CH:31][C:28]([C:29]#[N:30])=[C:27]([CH3:33])[CH:26]=1)[NH2:24], predict the reaction product. The product is: [C:29]([C:28]1[CH:31]=[CH:32][C:25]([N:23]2[CH:6]([C:1]3[CH2:5][CH2:4][CH2:3][CH:2]=3)[CH:7]3[C:8]([C:9]4[CH:10]=[CH:11][C:12]([C:17]([OH:19])=[O:18])=[CH:13][C:14]=4[CH2:15][CH2:16]3)=[N:24]2)=[CH:26][C:27]=1[CH3:33])#[N:30].